From a dataset of Reaction yield outcomes from USPTO patents with 853,638 reactions. Predict the reaction yield, written as a fraction of the theoretical maximum amount of product (1.0 means a 100% yield; for example, 0.34 means a 34% yield). (1) The reactants are Cl[C:2]1[N:9]=[C:8]([C:10]2OC=[CH:13][CH:14]=2)[C:7]([C:15]2[CH:20]=[CH:19][N:18]=[CH:17][N:16]=2)=[CH:6][C:3]=1[C:4]#[N:5].O.[NH2:22][NH2:23].[C:24](=[O:27])([O-])O.[Na+]. The catalyst is C(O)C. The product is [O:27]1[CH:24]=[CH:13][CH:14]=[C:10]1[C:8]1[N:9]=[C:2]2[NH:22][N:23]=[C:4]([NH2:5])[C:3]2=[CH:6][C:7]=1[C:15]1[CH:20]=[CH:19][N:18]=[CH:17][N:16]=1. The yield is 0.710. (2) The reactants are [Br:1]Br.[F:3][C:4]([F:14])([F:13])[O:5][C:6]1[CH:11]=[CH:10][CH:9]=[CH:8][C:7]=1[OH:12]. The catalyst is C(O)(=O)C. The product is [Br:1][C:10]1[CH:9]=[CH:8][C:7]([OH:12])=[C:6]([O:5][C:4]([F:13])([F:14])[F:3])[CH:11]=1. The yield is 0.970. (3) The reactants are [O:1]1[C:5]2([CH2:10][CH2:9][C:8](=[O:11])[CH2:7][CH2:6]2)[O:4][CH2:3][CH2:2]1.[BH4-].[Na+]. The catalyst is CO. The product is [O:1]1[C:5]2([CH2:10][CH2:9][CH:8]([OH:11])[CH2:7][CH2:6]2)[O:4][CH2:3][CH2:2]1. The yield is 0.620. (4) The reactants are [CH3:1][C@H:2]1[CH2:11][C@H:10]([NH:12][C:13]2[CH:18]=[CH:17][CH:16]=[CH:15][CH:14]=2)[C:9]2[C:4](=[CH:5][CH:6]=[CH:7][CH:8]=2)[N:3]1[C:19](=[O:21])[CH3:20].[O:22]1[CH:26]=[CH:25][CH:24]=[C:23]1[C:27](Cl)=[O:28].N1C=CC=CC=1. The catalyst is C1(C)C=CC=CC=1. The product is [C:19]([N:3]1[C:4]2[C:9](=[CH:8][CH:7]=[CH:6][CH:5]=2)[C@@H:10]([N:12]([C:13]2[CH:14]=[CH:15][CH:16]=[CH:17][CH:18]=2)[C:27]([C:23]2[O:22][CH:26]=[CH:25][CH:24]=2)=[O:28])[CH2:11][C@@H:2]1[CH3:1])(=[O:21])[CH3:20]. The yield is 0.340. (5) The reactants are COC1C=CC(C[N:8]2[CH2:16][C:15]3[C:10](=[CH:11][CH:12]=[C:13]([C:17]([O:19][CH3:20])=[O:18])[CH:14]=3)[CH2:9]2)=CC=1.[ClH:23]. The catalyst is CO.[OH-].[OH-].[Pd+2]. The product is [ClH:23].[CH2:9]1[C:10]2[C:15](=[CH:14][C:13]([C:17]([O:19][CH3:20])=[O:18])=[CH:12][CH:11]=2)[CH2:16][NH:8]1. The yield is 0.910. (6) The reactants are [CH3:1][C:2]1[CH:3]=[C:4]([CH:8]([C:10]2[CH:15]=[CH:14][C:13]([CH3:16])=[CH:12][N:11]=2)[OH:9])[O:5][C:6]=1[CH3:7]. The catalyst is C(Cl)(Cl)Cl.[O-2].[O-2].[Mn+4]. The product is [CH3:1][C:2]1[CH:3]=[C:4]([C:8]([C:10]2[CH:15]=[CH:14][C:13]([CH3:16])=[CH:12][N:11]=2)=[O:9])[O:5][C:6]=1[CH3:7]. The yield is 0.930. (7) The reactants are [Cl:1][C:2]1[CH:7]=[CH:6][C:5]([N:8]2[C:12]([CH3:13])=[C:11]([C:14]([NH:16][NH:17][C:18](=O)[C:19]([CH3:22])([CH3:21])[CH3:20])=O)[N:10]=[C:9]2[C:24]2[CH:29]=[CH:28][C:27]([Cl:30])=[CH:26][C:25]=2[Cl:31])=[CH:4][CH:3]=1.COC1C=CC(P2(SP(C3C=CC(OC)=CC=3)(=S)S2)=[S:41])=CC=1. The catalyst is O1CCOCC1. The product is [C:19]([C:18]1[S:41][C:14]([C:11]2[N:10]=[C:9]([C:24]3[CH:29]=[CH:28][C:27]([Cl:30])=[CH:26][C:25]=3[Cl:31])[N:8]([C:5]3[CH:6]=[CH:7][C:2]([Cl:1])=[CH:3][CH:4]=3)[C:12]=2[CH3:13])=[N:16][N:17]=1)([CH3:22])([CH3:21])[CH3:20]. The yield is 0.950. (8) The reactants are CC1(C)[O:6][C:5](=[CH:7][C:8]([N:10]([O:22][CH3:23])[CH2:11][C:12]2[CH:17]=[CH:16][C:15]([C:18]([F:21])([F:20])[F:19])=[CH:14][CH:13]=2)=[O:9])[C:4](=[O:24])O1.C=O.[CH3:28][NH2:29].[CH3:30]O. No catalyst specified. The product is [CH3:23][O:22][N:10]([CH2:11][C:12]1[CH:13]=[CH:14][C:15]([C:18]([F:19])([F:20])[F:21])=[CH:16][CH:17]=1)[C:8]([C:7]1[CH2:28][N:29]([CH3:30])[C:4](=[O:24])[C:5]=1[OH:6])=[O:9]. The yield is 0.520.